This data is from Reaction yield outcomes from USPTO patents with 853,638 reactions. The task is: Predict the reaction yield, written as a fraction of the theoretical maximum amount of product (1.0 means a 100% yield; for example, 0.34 means a 34% yield). The reactants are [CH3:1][C:2]([C:7]1[CH:12]=[CH:11][C:10]([N+:13]([O-:15])=[O:14])=[CH:9][CH:8]=1)([CH3:6])[C:3]([OH:5])=O.CN(C=O)C.C(Cl)(=O)C(Cl)=O.[C:27]([NH:30][NH2:31])(=[O:29])[CH3:28]. The catalyst is C(Cl)Cl. The product is [CH3:6][C:2]([C:7]1[CH:12]=[CH:11][C:10]([N+:13]([O-:15])=[O:14])=[CH:9][CH:8]=1)([CH3:1])[C:3]([NH:31][NH:30][C:27](=[O:29])[CH3:28])=[O:5]. The yield is 0.880.